This data is from Peptide-MHC class I binding affinity with 185,985 pairs from IEDB/IMGT. The task is: Regression. Given a peptide amino acid sequence and an MHC pseudo amino acid sequence, predict their binding affinity value. This is MHC class I binding data. (1) The MHC is HLA-A02:02 with pseudo-sequence HLA-A02:02. The binding affinity (normalized) is 0. The peptide sequence is VINRVSENT. (2) The peptide sequence is YAHINALEYI. The MHC is H-2-Kb with pseudo-sequence H-2-Kb. The binding affinity (normalized) is 0.329.